Dataset: Peptide-MHC class I binding affinity with 185,985 pairs from IEDB/IMGT. Task: Regression. Given a peptide amino acid sequence and an MHC pseudo amino acid sequence, predict their binding affinity value. This is MHC class I binding data. The binding affinity (normalized) is 0.919. The peptide sequence is VLLGVVFGV. The MHC is HLA-A02:01 with pseudo-sequence HLA-A02:01.